Dataset: Forward reaction prediction with 1.9M reactions from USPTO patents (1976-2016). Task: Predict the product of the given reaction. The product is: [O:20]=[C:11]1[C:10]([C:7]2[CH:8]=[CH:9][C:4]([O:3][C:2]([F:1])([F:21])[F:22])=[CH:5][CH:6]=2)=[N:14][C:13]2([CH2:19][CH2:18][CH2:17][CH2:16][CH2:15]2)[N:12]1[CH2:24][C:25]([O:27][CH2:28][CH3:29])=[O:26]. Given the reactants [F:1][C:2]([F:22])([F:21])[O:3][C:4]1[CH:9]=[CH:8][C:7]([C:10]2[C:11](=[O:20])[NH:12][C:13]3([CH2:19][CH2:18][CH2:17][CH2:16][CH2:15]3)[N:14]=2)=[CH:6][CH:5]=1.Br[CH2:24][C:25]([O:27][CH2:28][CH3:29])=[O:26].C(=O)([O-])[O-].[K+].[K+].O, predict the reaction product.